This data is from Catalyst prediction with 721,799 reactions and 888 catalyst types from USPTO. The task is: Predict which catalyst facilitates the given reaction. (1) Reactant: Cl[C:2]1[N:11]=[CH:10][C:9]2[N:8]([CH3:12])[C:7](=[O:13])[C@@H:6]([CH2:14][CH3:15])[N:5]([CH:16]3[CH2:20][CH2:19][CH2:18][CH2:17]3)[C:4]=2[N:3]=1.[C:21]([C:24]1[CH:29]=[CH:28][CH:27]=[CH:26][CH:25]=1)(=[O:23])[CH3:22].C1C=CC(P(C2C(C3C(P(C4C=CC=CC=4)C4C=CC=CC=4)=CC=C4C=3C=CC=C4)=C3C(C=CC=C3)=CC=2)C2C=CC=CC=2)=CC=1.C([O-])([O-])=O.[Cs+].[Cs+]. Product: [CH:16]1([N:5]2[C:4]3[N:3]=[C:2]([CH2:22][C:21](=[O:23])[C:24]4[CH:29]=[CH:28][CH:27]=[CH:26][CH:25]=4)[N:11]=[CH:10][C:9]=3[N:8]([CH3:12])[C:7](=[O:13])[C@H:6]2[CH2:14][CH3:15])[CH2:20][CH2:19][CH2:18][CH2:17]1. The catalyst class is: 882. (2) Reactant: [NH2:1][C:2]1[CH:10]=[CH:9][CH:8]=[C:7]([O:11][CH3:12])[C:3]=1[C:4](O)=[O:5].CC[N:15]=C=NCCCN(C)C.Cl.C1C=CC2N(O)N=NC=2C=1.CN1CCOCC1.[NH4+].[OH-]. Product: [NH2:1][C:2]1[CH:10]=[CH:9][CH:8]=[C:7]([O:11][CH3:12])[C:3]=1[C:4]([NH2:15])=[O:5]. The catalyst class is: 1. (3) Reactant: Br[C:2]1[CH:28]=[CH:27][C:5]([O:6][CH:7]2[CH2:11][CH2:10][N:9]([CH:12]3[CH2:17][CH2:16][N:15]([C:18]4[S:22][N:21]=[C:20]([CH:23]([CH3:25])[CH3:24])[N:19]=4)[CH2:14][CH2:13]3)[C:8]2=[O:26])=[C:4]([F:29])[CH:3]=1.[CH3:30][N:31]1C(=O)CCC1. Product: [F:29][C:4]1[CH:3]=[C:2]([CH:28]=[CH:27][C:5]=1[O:6][CH:7]1[CH2:11][CH2:10][N:9]([CH:12]2[CH2:17][CH2:16][N:15]([C:18]3[S:22][N:21]=[C:20]([CH:23]([CH3:25])[CH3:24])[N:19]=3)[CH2:14][CH2:13]2)[C:8]1=[O:26])[C:30]#[N:31]. The catalyst class is: 6. (4) Reactant: [Cl:1][C:2]1[CH:7]=[CH:6][C:5]([O:8][C:9]2[CH:14]=[CH:13][C:12]([CH:15]=[CH2:16])=[CH:11][CH:10]=2)=[CH:4][C:3]=1[O:17][C:18]([F:21])([F:20])[F:19].B1C2CCCC1CCC2.[OH-:31].[Na+].OO. Product: [Cl:1][C:2]1[CH:7]=[CH:6][C:5]([O:8][C:9]2[CH:10]=[CH:11][C:12]([CH2:15][CH2:16][OH:31])=[CH:13][CH:14]=2)=[CH:4][C:3]=1[O:17][C:18]([F:20])([F:19])[F:21]. The catalyst class is: 1. (5) Reactant: [F:1][C:2]1[C:3]([O:33][C@H:34]2[CH2:39][CH2:38][NH:37][CH2:36][C@H:35]2[F:40])=[C:4]([CH:7]=[C:8]([C:10]2[N:15]=[C:14]([NH:16][C:17]3[CH:22]=[CH:21][C:20]([N:23]4[CH2:28][CH2:27][N:26]([CH:29]5[CH2:32][O:31][CH2:30]5)[CH2:25][CH2:24]4)=[CH:19][CH:18]=3)[N:13]=[CH:12][N:11]=2)[CH:9]=1)[C:5]#[N:6].CN(C(ON1N=NC2C=CC=NC1=2)=[N+](C)C)C.F[P-](F)(F)(F)(F)F.[OH:65][CH2:66][CH2:67][C:68](O)=[O:69]. Product: [F:1][C:2]1[C:3]([O:33][C@H:34]2[CH2:39][CH2:38][N:37]([C:66](=[O:65])[CH2:67][CH2:68][OH:69])[CH2:36][C@H:35]2[F:40])=[C:4]([CH:7]=[C:8]([C:10]2[N:15]=[C:14]([NH:16][C:17]3[CH:22]=[CH:21][C:20]([N:23]4[CH2:28][CH2:27][N:26]([CH:29]5[CH2:30][O:31][CH2:32]5)[CH2:25][CH2:24]4)=[CH:19][CH:18]=3)[N:13]=[CH:12][N:11]=2)[CH:9]=1)[C:5]#[N:6]. The catalyst class is: 85. (6) Reactant: [Cl:1][C:2]1[C:3]([C:19]([N:21]2[CH2:25][CH2:24][C:23]([F:27])([F:26])[CH2:22]2)=[O:20])=[CH:4][C:5]([O:11][CH2:12][C:13]2[CH:18]=[CH:17][CH:16]=[CH:15][CH:14]=2)=[C:6]([CH:10]=1)[C:7](O)=[O:8].C(N(C(C)C)CC)(C)C.CN(C(O[N:45]1[N:53]=[N:52][C:47]2[CH:48]=[CH:49]C=N[C:46]1=2)=[N+](C)C)C.F[P-](F)(F)(F)(F)F.N1C=CC(N)=CN=1. Product: [Cl:1][C:2]1[C:3]([C:19]([N:21]2[CH2:25][CH2:24][C:23]([F:26])([F:27])[CH2:22]2)=[O:20])=[CH:4][C:5]([O:11][CH2:12][C:13]2[CH:18]=[CH:17][CH:16]=[CH:15][CH:14]=2)=[C:6]([CH:10]=1)[C:7]([NH:52][C:47]1[CH:48]=[CH:49][N:53]=[N:45][CH:46]=1)=[O:8]. The catalyst class is: 9.